This data is from Full USPTO retrosynthesis dataset with 1.9M reactions from patents (1976-2016). The task is: Predict the reactants needed to synthesize the given product. (1) Given the product [N:1]1([CH2:6][CH2:7][CH:8]2[CH2:16][CH2:15][CH2:14][C:13]3[NH:12][C:11]([CH:25]=[O:26])=[CH:10][C:9]2=3)[CH2:2][CH2:3][CH2:4][CH2:5]1, predict the reactants needed to synthesize it. The reactants are: [N:1]1([CH2:6][CH2:7][CH:8]2[CH2:16][CH2:15][CH2:14][C:13]3[NH:12][CH:11]=[CH:10][C:9]2=3)[CH2:5][CH2:4][CH2:3][CH2:2]1.O=P(Cl)(Cl)Cl.CN([CH:25]=[O:26])C. (2) Given the product [F:1][C:2]1[C:3]([NH:15][C:16](=[O:18])[CH3:17])=[N:4][C:5]([O:8][CH2:9][C:10]2[S:11][CH:12]=[CH:13][CH:14]=2)=[N:6][CH:7]=1, predict the reactants needed to synthesize it. The reactants are: [F:1][C:2]1[C:3]([NH2:15])=[N:4][C:5]([O:8][CH2:9][C:10]2[S:11][CH:12]=[CH:13][CH:14]=2)=[N:6][CH:7]=1.[C:16](Cl)(=[O:18])[CH3:17].CN1CCOCC1. (3) Given the product [Br:23][C:24]1[C:30]([F:31])=[CH:29][C:27]([NH:28][C:7]2[C:11]3[CH:12]=[N:13][CH:14]=[CH:15][C:10]=3[O:9][C:8]=2[C:16]([O:18][CH2:19][CH3:20])=[O:17])=[C:26]([F:32])[CH:25]=1, predict the reactants needed to synthesize it. The reactants are: FC(F)(F)S(O[C:7]1[C:11]2[CH:12]=[N:13][CH:14]=[CH:15][C:10]=2[O:9][C:8]=1[C:16]([O:18][CH2:19][CH3:20])=[O:17])(=O)=O.[Br:23][C:24]1[C:30]([F:31])=[CH:29][C:27]([NH2:28])=[C:26]([F:32])[CH:25]=1.CC1(C)C2C(=C(P(C3C=CC=CC=3)C3C=CC=CC=3)C=CC=2)OC2C(P(C3C=CC=CC=3)C3C=CC=CC=3)=CC=CC1=2.[O-]P([O-])([O-])=O.[K+].[K+].[K+]. (4) Given the product [OH:2][C:3]1[CH:4]=[C:5]([N:9]2[C:18]3[CH:17]=[CH:16][C:15]4[CH:19]=[CH:20][CH:21]=[CH:22][C:14]=4[C:13]=3[NH:12][C:11](=[O:23])[C:10]2=[O:24])[CH:6]=[CH:7][CH:8]=1, predict the reactants needed to synthesize it. The reactants are: C[O:2][C:3]1[CH:4]=[C:5]([N:9]2[C:18]3[CH:17]=[CH:16][C:15]4[CH:19]=[CH:20][CH:21]=[CH:22][C:14]=4[C:13]=3[NH:12][C:11](=[O:23])[C:10]2=[O:24])[CH:6]=[CH:7][CH:8]=1.B(Br)(Br)Br.ClCCl.C(=O)([O-])O.[Na+]. (5) Given the product [OH:33][C:32]1[C:31]([CH2:10][CH2:9][CH:6]([CH3:7])[CH3:5])=[C:30]([OH:34])[C:29]([CH2:10][CH2:9][CH:6]([CH3:5])[CH3:7])([CH2:44][CH2:45][CH:39]([CH3:35])[CH3:40])[C:27](=[O:28])[C:26]=1[C:24](=[O:25])[CH2:23][CH2:22][C:19]1[CH:18]=[CH:17][C:16]([O:15][CH3:14])=[CH:21][CH:20]=1, predict the reactants needed to synthesize it. The reactants are: COC1C=[CH:7][C:6]([CH2:9][CH2:10]C(O)=O)=[CH:5]C=1.[CH3:14][O:15][C:16]1[CH:21]=[CH:20][C:19]([CH2:22][CH2:23][C:24]([C:26]2[C:32]([OH:33])=[CH:31][C:30]([OH:34])=[CH:29][C:27]=2[OH:28])=[O:25])=[CH:18][CH:17]=1.[C:35]([C:39]1[C:45](O)=[CH:44]C(O)=C[C:40]=1O)(=O)CC. (6) The reactants are: [CH3:1][O:2][C:3]1[CH:4]=[C:5]([CH2:20][C:21]([OH:23])=O)[CH:6]=[CH:7][C:8]=1[NH:9][C:10]([NH:12][C:13]1[CH:18]=[CH:17][CH:16]=[CH:15][C:14]=1[F:19])=[O:11].[N+:24]([C:27]1[CH:28]=[C:29]([CH:34]=[CH:35][C:36]=1[N:37]([CH2:39][CH:40]1[CH2:44][CH2:43][CH2:42][NH:41]1)[CH3:38])[C:30]([O:32][CH3:33])=[O:31])([O-:26])=[O:25]. Given the product [CH3:1][O:2][C:3]1[CH:4]=[C:5]([CH2:20][C:21]([N:41]2[CH2:42][CH2:43][CH2:44][CH:40]2[CH2:39][N:37]([C:36]2[CH:35]=[CH:34][C:29]([C:30]([O:32][CH3:33])=[O:31])=[CH:28][C:27]=2[N+:24]([O-:26])=[O:25])[CH3:38])=[O:23])[CH:6]=[CH:7][C:8]=1[NH:9][C:10]([NH:12][C:13]1[CH:18]=[CH:17][CH:16]=[CH:15][C:14]=1[F:19])=[O:11], predict the reactants needed to synthesize it. (7) Given the product [O:29]1[CH2:28][CH2:20][O:23][CH:4]1[C:5]1[CH:10]=[CH:9][CH:8]=[CH:7][C:6]=1[C:2]1[N:3]=[C:4]([N:12]2[CH2:17][CH2:16][N:15]([CH2:18][CH3:19])[CH2:14][CH2:13]2)[C:5]2[C:10]([CH:11]=1)=[CH:9][CH:8]=[CH:7][CH:6]=2, predict the reactants needed to synthesize it. The reactants are: Cl[C:2]1[N:3]=[C:4]([N:12]2[CH2:17][CH2:16][N:15]([CH2:18][CH3:19])[CH2:14][CH2:13]2)[C:5]2[C:10]([CH:11]=1)=[CH:9][CH:8]=[CH:7][CH:6]=2.[C:20](=[O:23])([O-])[O-].[Cs+].[Cs+].CN(C)[CH:28]=[O:29]. (8) Given the product [Br:11][C:12]1[C:19]([O:20][CH3:21])=[C:18]([O:22][CH3:23])[CH:17]=[CH:16][C:10]=1[C:9]#[N:6], predict the reactants needed to synthesize it. The reactants are: Cl.NO.C([N:6]([CH2:9][CH3:10])CC)C.[Br:11][C:12]1[C:19]([O:20][CH3:21])=[C:18]([O:22][CH3:23])[CH:17]=[CH:16]C=1C=O.CS(Cl)(=O)=O. (9) Given the product [F:1][C@@H:2]1[CH2:6][N:5]([CH2:7][C:8]2[CH:13]=[CH:12][CH:11]=[C:10]([C:14]([F:17])([F:15])[F:16])[CH:9]=2)[C@@H:4]([C:18]([NH:20][C@H:21]([C:23]2[CH:24]=[CH:25][C:26]([C:27]([O-:29])=[O:28])=[CH:31][CH:32]=2)[CH3:22])=[O:19])[CH2:3]1.[Li+:34], predict the reactants needed to synthesize it. The reactants are: [F:1][C@@H:2]1[CH2:6][N:5]([CH2:7][C:8]2[CH:13]=[CH:12][CH:11]=[C:10]([C:14]([F:17])([F:16])[F:15])[CH:9]=2)[C@@H:4]([C:18]([NH:20][C@H:21]([C:23]2[CH:32]=[CH:31][C:26]([C:27]([O:29]C)=[O:28])=[CH:25][CH:24]=2)[CH3:22])=[O:19])[CH2:3]1.O[Li:34].O.